This data is from Full USPTO retrosynthesis dataset with 1.9M reactions from patents (1976-2016). The task is: Predict the reactants needed to synthesize the given product. (1) Given the product [ClH:1].[OH:48][C@H:45]1[CH2:46][CH2:47][C@H:42]([C:34]2[CH:33]=[CH:32][C:31]([NH:30][C:2]3[C:7]([C:8]([F:11])([F:9])[F:10])=[CH:6][N:5]=[C:4]([NH:12][C:13]4[CH:27]=[CH:26][C:16]([CH2:17][P:18](=[O:25])([O:22][CH2:23][CH3:24])[O:19][CH2:20][CH3:21])=[CH:15][C:14]=4[O:28][CH3:29])[N:3]=3)=[C:39]3[C:35]=2[CH2:36][N:37]([CH3:41])[C:38]3=[O:40])[CH2:43][CH2:44]1, predict the reactants needed to synthesize it. The reactants are: [Cl:1][C:2]1[C:7]([C:8]([F:11])([F:10])[F:9])=[CH:6][N:5]=[C:4]([NH:12][C:13]2[CH:27]=[CH:26][C:16]([CH2:17][P:18](=[O:25])([O:22][CH2:23][CH3:24])[O:19][CH2:20][CH3:21])=[CH:15][C:14]=2[O:28][CH3:29])[N:3]=1.[NH2:30][C:31]1[CH:32]=[CH:33][C:34]([C@H:42]2[CH2:47][CH2:46][C@H:45]([OH:48])[CH2:44][CH2:43]2)=[C:35]2[C:39]=1[C:38](=[O:40])[N:37]([CH3:41])[CH2:36]2. (2) Given the product [NH2:26][C:17]1[CH:16]=[C:15]([N:4]2[C:3](=[O:29])[C:2]([CH3:30])([CH3:1])[N:6]([CH2:7][C:8]3[CH:13]=[CH:12][N:11]=[CH:10][CH:9]=3)[C:5]2=[O:14])[CH:20]=[CH:19][C:18]=1[O:21][C:22]([F:23])([F:24])[F:25], predict the reactants needed to synthesize it. The reactants are: [CH3:1][C:2]1([CH3:30])[N:6]([CH2:7][C:8]2[CH:13]=[CH:12][N:11]=[CH:10][CH:9]=2)[C:5](=[O:14])[N:4]([C:15]2[CH:20]=[CH:19][C:18]([O:21][C:22]([F:25])([F:24])[F:23])=[C:17]([N+:26]([O-])=O)[CH:16]=2)[C:3]1=[O:29].Cl. (3) Given the product [BrH:2].[CH2:28]([C:18]1[CH:19]=[CH:20][C:21]([NH:24][C:25]2[S:26][CH:3]=[C:4]([C:6]3[N:13]4[C:9]([S:10][CH:11]=[CH:12]4)=[N:8][C:7]=3[CH3:14])[N:27]=2)=[CH:22][CH:23]=1)[CH3:29], predict the reactants needed to synthesize it. The reactants are: Br.[Br:2][CH2:3][C:4]([C:6]1[N:13]2[C:9]([S:10][CH:11]=[CH:12]2)=[N:8][C:7]=1[CH3:14])=O.C(O[C:18]1[CH:23]=[CH:22][C:21]([NH:24][C:25]([NH2:27])=[S:26])=[CH:20][CH:19]=1)C.[CH2:28](O)[CH3:29].